From a dataset of Forward reaction prediction with 1.9M reactions from USPTO patents (1976-2016). Predict the product of the given reaction. (1) Given the reactants [CH3:1][C:2]([O:4][C@H:5]1[C:14]2[C@@:15]3([CH3:30])[C@@H:26]([CH2:27][O:28][CH3:29])[O:25][C:23](=[O:24])[C:17]4=[CH:18][O:19][C:20]([C:21](=[O:22])[C:13]=2[C@@H:8]2[CH2:9][CH2:10][C@H:11]([OH:12])[C@@:7]2([CH3:31])[CH2:6]1)=[C:16]34)=[O:3].[CH:32]1([N:38]2[CH2:43][CH2:42][NH:41][CH2:40][CH2:39]2)[CH2:37][CH2:36][CH2:35][CH2:34][CH2:33]1, predict the reaction product. The product is: [C:2]([O:4][C@H:5]1[C:14]2[C@:15]3([CH3:30])[C:16](/[C:17](=[CH:18]\[N:41]4[CH2:42][CH2:43][N:38]([CH:32]5[CH2:37][CH2:36][CH2:35][CH2:34][CH2:33]5)[CH2:39][CH2:40]4)/[C:23](=[O:24])[O:25][C@@H:26]3[CH2:27][O:28][CH3:29])=[C:20]([OH:19])[C:21](=[O:22])[C:13]=2[CH:8]2[C@@:7]([CH3:31])([C@@H:11]([OH:12])[CH2:10][CH2:9]2)[CH2:6]1)(=[O:3])[CH3:1]. (2) Given the reactants [NH2:1][C@H:2]1[CH2:6][CH2:5][NH:4][CH2:3]1.C(=O)C1C=CC=CC=1.[C:15](O[C:15]([O:17][C:18]([CH3:21])([CH3:20])[CH3:19])=[O:16])([O:17][C:18]([CH3:21])([CH3:20])[CH3:19])=[O:16], predict the reaction product. The product is: [C:15]([N:4]1[CH2:5][CH2:6][C@H:2]([NH2:1])[CH2:3]1)([O:17][C:18]([CH3:21])([CH3:20])[CH3:19])=[O:16]. (3) Given the reactants [C:1]([C:3]1[CH:31]=[CH:30][C:6]([CH2:7][C@@:8]2([CH3:29])[N:12]3[C:13]([C:16]([OH:18])=O)=[CH:14][N:15]=[C:11]3[N:10]([C:19]3[CH:24]=[C:23]([Cl:25])[C:22]([F:26])=[C:21]([Cl:27])[CH:20]=3)[C:9]2=[O:28])=[CH:5][CH:4]=1)#[N:2].CN(C(ON1N=NC2C=CC=CC1=2)=[N+](C)C)C.[B-](F)(F)(F)F.CCN(CC)CC.Cl.[NH2:62][C@@H:63]([C@H:83]([OH:85])[CH3:84])[C:64]([NH:66][C:67]1([C:70]2[N:75]=[CH:74][C:73]([C:76]3[C:77]([CH3:82])=[N:78][N:79]([CH3:81])[CH:80]=3)=[CH:72][N:71]=2)[CH2:69][CH2:68]1)=[O:65], predict the reaction product. The product is: [CH3:81][N:79]1[CH:80]=[C:76]([C:73]2[CH:74]=[N:75][C:70]([C:67]3([NH:66][C:64]([C@@H:63]([NH:62][C:16]([C:13]4[N:12]5[C@@:8]([CH2:7][C:6]6[CH:30]=[CH:31][C:3]([C:1]#[N:2])=[CH:4][CH:5]=6)([CH3:29])[C:9](=[O:28])[N:10]([C:19]6[CH:24]=[C:23]([Cl:25])[C:22]([F:26])=[C:21]([Cl:27])[CH:20]=6)[C:11]5=[N:15][CH:14]=4)=[O:18])[C@H:83]([OH:85])[CH3:84])=[O:65])[CH2:68][CH2:69]3)=[N:71][CH:72]=2)[C:77]([CH3:82])=[N:78]1.